From a dataset of Full USPTO retrosynthesis dataset with 1.9M reactions from patents (1976-2016). Predict the reactants needed to synthesize the given product. (1) Given the product [C:36]([CH2:35][C:32]1[CH:31]=[CH:30][C:29]([NH:28][C:15]2[N:14]=[C:13]([NH:12][CH2:11][CH2:10][CH2:9][NH:8][C:53](=[O:52])[CH2:54][C:55]3[CH:63]=[CH:62][C:61]4[N:60]5[CH2:64][CH2:65][CH:66]6[O:71][CH:70]7[CH2:72][CH2:73][N+:74]8[C:75]9[CH:84]=[CH:83][C:82]([S:85]([O-:88])(=[O:87])=[O:86])=[CH:81][C:76]=9[C:77]([CH3:80])([CH3:79])[C:78]=8[C:69]7=[CH:68][C:67]6=[C:59]5[C:58]([CH3:90])([CH3:89])[C:57]=4[CH:56]=3)[CH:18]=[C:17]([NH:19][C:20]3[CH:24]=[C:23]([CH:25]4[CH2:27][CH2:26]4)[NH:22][N:21]=3)[N:16]=2)=[CH:34][CH:33]=1)#[N:37], predict the reactants needed to synthesize it. The reactants are: FC(F)(F)C(O)=O.[NH2:8][CH2:9][CH2:10][CH2:11][NH:12][C:13]1[CH:18]=[C:17]([NH:19][C:20]2[CH:24]=[C:23]([CH:25]3[CH2:27][CH2:26]3)[NH:22][N:21]=2)[N:16]=[C:15]([NH:28][C:29]2[CH:34]=[CH:33][C:32]([CH2:35][C:36]#[N:37])=[CH:31][CH:30]=2)[N:14]=1.FC(F)(F)C(O)=O.O=C1CCC(=O)N1[O:52][C:53](=O)[CH2:54][C:55]1[CH:63]=[CH:62][C:61]2[N:60]3[CH2:64][CH2:65][CH:66]4[O:71][CH:70]5[CH2:72][CH2:73][N+:74]6[C:75]7[CH:84]=[CH:83][C:82]([S:85]([O-:88])(=[O:87])=[O:86])=[CH:81][C:76]=7[C:77]([CH3:80])([CH3:79])[C:78]=6[C:69]5=[CH:68][C:67]4=[C:59]3[C:58]([CH3:90])([CH3:89])[C:57]=2[CH:56]=1.CCN(C(C)C)C(C)C. (2) Given the product [F:12][C:9]1[CH:10]=[CH:11][C:6]([CH:5]=[CH:4][C:3]([OH:16])=[O:2])=[C:7]([NH:13][CH2:14][CH3:15])[CH:8]=1, predict the reactants needed to synthesize it. The reactants are: C[O:2][C:3](=[O:16])[CH:4]=[CH:5][C:6]1[CH:11]=[CH:10][C:9]([F:12])=[CH:8][C:7]=1[NH:13][CH2:14][CH3:15].[Li+].[OH-].